Dataset: Aqueous solubility values for 9,982 compounds from the AqSolDB database. Task: Regression/Classification. Given a drug SMILES string, predict its absorption, distribution, metabolism, or excretion properties. Task type varies by dataset: regression for continuous measurements (e.g., permeability, clearance, half-life) or binary classification for categorical outcomes (e.g., BBB penetration, CYP inhibition). For this dataset (solubility_aqsoldb), we predict Y. The compound is [Sn]. The Y is -7.47 log mol/L.